The task is: Binary Classification. Given a miRNA mature sequence and a target amino acid sequence, predict their likelihood of interaction.. This data is from Experimentally validated miRNA-target interactions with 360,000+ pairs, plus equal number of negative samples. The miRNA is hsa-miR-662 with sequence UCCCACGUUGUGGCCCAGCAG. The protein sequence of the target gene is MANCSQEELDEEFEQFMKELSDDSFENSDKTARQSKKEMKKKDTVPWWITEDDFKDDGLLGTNVSYLKTKKTSQPVMEIEEESAEKIQFLKSSGTSLLSTDSLETNELVVSELNHSSLGVGLDTLEEQEEKEQFFARLEKGLTSSIDYSRLNKELDSNDSTHFKALHSNQANAELTDDEHENESKHEELAENYSDDFEDEYVGAPLTTKDEEMPSKENSKSEKISVPKQEEEKTGMLANVVLLDSLDSVAEVNLDEQDKITPKPRCLPEMTENEMTGTGVSYGQSSSDVEALHQAYCHIA.... Result: 0 (no interaction).